This data is from Reaction yield outcomes from USPTO patents with 853,638 reactions. The task is: Predict the reaction yield, written as a fraction of the theoretical maximum amount of product (1.0 means a 100% yield; for example, 0.34 means a 34% yield). The reactants are [F:1][C:2]1[CH:7]=[C:6]([S:8][CH3:9])[CH:5]=[CH:4][C:3]=1[C:10]1[N:15]=[CH:14][C:13]([NH:16][C:17]([CH:19]2[CH2:24][CH2:23][N:22]([C:25]([O:27][CH:28]([CH3:30])[CH3:29])=[O:26])[CH2:21][CH2:20]2)=O)=[CH:12][CH:11]=1.B.C1COCC1. The catalyst is C1COCC1. The product is [F:1][C:2]1[CH:7]=[C:6]([S:8][CH3:9])[CH:5]=[CH:4][C:3]=1[C:10]1[N:15]=[CH:14][C:13]([NH:16][CH2:17][CH:19]2[CH2:24][CH2:23][N:22]([C:25]([O:27][CH:28]([CH3:30])[CH3:29])=[O:26])[CH2:21][CH2:20]2)=[CH:12][CH:11]=1. The yield is 0.490.